From a dataset of Catalyst prediction with 721,799 reactions and 888 catalyst types from USPTO. Predict which catalyst facilitates the given reaction. (1) Reactant: [Br:1][C:2]1[CH:10]=[CH:9][C:8]([O:11]C)=[CH:7][C:3]=1[C:4]([OH:6])=[O:5].B(Br)(Br)Br.[CH3:17]O.S(=O)(=O)(O)O. Product: [Br:1][C:2]1[CH:10]=[CH:9][C:8]([OH:11])=[CH:7][C:3]=1[C:4]([O:6][CH3:17])=[O:5]. The catalyst class is: 2. (2) Reactant: Cl[C:2]1[N:7]=[C:6]([NH:8][C:9]2[CH:17]=[CH:16][CH:15]=[C:14]3[C:10]=2[CH:11]=[CH:12][N:13]3[CH3:18])[C:5]([C:19]([OH:21])=O)=[CH:4][N:3]=1.[CH:22]1[CH:23]=[CH:24][C:25]2[N:30]([OH:31])[N:29]=[N:28][C:26]=2[CH:27]=1.C(Cl)CCl.[NH3:36]. Product: [N:30]1([O:31][C:2]2[N:7]=[C:6]([NH:8][C:9]3[CH:17]=[CH:16][CH:15]=[C:14]4[C:10]=3[CH:11]=[CH:12][N:13]4[CH3:18])[C:5]([C:19]([NH2:36])=[O:21])=[CH:4][N:3]=2)[C:25]2[CH:24]=[CH:23][CH:22]=[CH:27][C:26]=2[N:28]=[N:29]1. The catalyst class is: 173. (3) Reactant: [Br:1][C:2]1[CH:3]=[C:4]([CH:8]=[CH:9][C:10]=1[CH3:11])[C:5]([OH:7])=O.C(Cl)CCl.C1C=CC2N(O)N=NC=2C=1.[F:26][C:27]([F:36])([F:35])[C:28]1[CH:29]=[C:30]([CH:32]=[CH:33][CH:34]=1)[NH2:31]. Product: [Br:1][C:2]1[CH:3]=[C:4]([CH:8]=[CH:9][C:10]=1[CH3:11])[C:5]([NH:31][C:30]1[CH:32]=[CH:33][CH:34]=[C:28]([C:27]([F:26])([F:35])[F:36])[CH:29]=1)=[O:7]. The catalyst class is: 3. (4) Reactant: Br[C:2]1[CH:7]=[C:6]([C:8]([CH3:11])([CH3:10])[CH3:9])[CH:5]=[C:4]([Br:12])[CH:3]=1.[Li]C(C)(C)C.CN([CH:21]=[O:22])C. Product: [Br:12][C:4]1[CH:3]=[C:2]([CH:7]=[C:6]([C:8]([CH3:11])([CH3:10])[CH3:9])[CH:5]=1)[CH:21]=[O:22]. The catalyst class is: 598. (5) Reactant: [Br:1][C:2]1[CH:7]=[CH:6][CH:5]=[CH:4][C:3]=1[CH2:8][C:9](=O)[C:10]([OH:12])=[O:11].C1CCN2C(=NCCC2)CC1.[NH2:25][C:26]1[C:31]([CH:32]=O)=[CH:30][N:29]=[C:28]([S:34][CH3:35])[N:27]=1. Product: [Br:1][C:2]1[CH:7]=[CH:6][CH:5]=[CH:4][C:3]=1[C:8]1[C:9]([C:10]([OH:12])=[O:11])=[N:25][C:26]2[N:27]=[C:28]([S:34][CH3:35])[N:29]=[CH:30][C:31]=2[CH:32]=1. The catalyst class is: 3. (6) Reactant: Cl[C:2]1[N:9]=[CH:8][CH:7]=[C:6]([Cl:10])[C:3]=1[C:4]#[N:5].C([C:18]1[CH:23]=[CH:22][C:21](B(O)O)=[C:20]([NH2:27])[CH:19]=1)(OC(C)(C)C)=O.[C:28](=[O:31])(O)[O-:29].[Na+]. Product: [C:3]([O:29][C:28](=[O:31])[NH:27][C:20]1[CH:19]=[CH:18][C:23]([C:2]2[C:3]([C:4]#[N:5])=[C:6]([Cl:10])[CH:7]=[CH:8][N:9]=2)=[CH:22][CH:21]=1)([CH3:6])([CH3:4])[CH3:2]. The catalyst class is: 70.